From a dataset of Reaction yield outcomes from USPTO patents with 853,638 reactions. Predict the reaction yield, written as a fraction of the theoretical maximum amount of product (1.0 means a 100% yield; for example, 0.34 means a 34% yield). (1) The yield is 0.450. The product is [ClH:59].[F:29][C:27]1[CH:28]=[C:23]([CH2:22][C@H:10]([NH:9][C:7](=[O:8])[C:46]2[CH:50]=[C:51]([CH3:53])[CH:52]=[C:44]([C:42]([N:41]([CH2:38][CH2:39][CH3:40])[CH2:54][CH2:55][CH3:56])=[O:43])[CH:45]=2)[CH2:11][NH:12][C@H:13]([C:15]([NH:17][CH2:18][CH:19]([CH3:20])[CH3:21])=[O:16])[CH3:14])[CH:24]=[C:25]([F:30])[CH:26]=1. The catalyst is CN(C=O)C.ClCCl. The reactants are Cl.C(O[C:7]([NH:9][C@@H:10]([CH2:22][C:23]1[CH:28]=[C:27]([F:29])[CH:26]=[C:25]([F:30])[CH:24]=1)[CH2:11][NH:12][C@H:13]([C:15]([NH:17][CH2:18][CH:19]([CH3:21])[CH3:20])=[O:16])[CH3:14])=[O:8])(C)(C)C.C(O)(C(F)(F)F)=O.[CH2:38]([N:41]([CH2:54][CH2:55][CH3:56])[C:42]([C:44]1[CH:45]=[C:46]([CH:50]=[C:51]([CH3:53])[CH:52]=1)C(O)=O)=[O:43])[CH2:39][CH3:40].C(Cl)C[Cl:59].C1C=CC2N(O)N=NC=2C=1. (2) The reactants are Cl[C:2]1[N:11]=[C:10]([N:12]2[CH2:17][CH2:16][O:15][CH2:14][CH2:13]2)[C:9]2[C:4](=[CH:5][C:6]([C:18]3[CH:23]=[CH:22][CH:21]=[C:20]([S:24]([CH3:27])(=[O:26])=[O:25])[CH:19]=3)=[CH:7][CH:8]=2)[N:3]=1.[NH2:28][C:29]1[CH:34]=[CH:33][C:32](B2OC(C)(C)C(C)(C)O2)=[CH:31][N:30]=1.C(=O)([O-])[O-].[Cs+].[Cs+].CN(C=O)C. The catalyst is Cl[Pd](Cl)([P](C1C=CC=CC=1)(C1C=CC=CC=1)C1C=CC=CC=1)[P](C1C=CC=CC=1)(C1C=CC=CC=1)C1C=CC=CC=1.O. The product is [CH3:27][S:24]([C:20]1[CH:19]=[C:18]([C:6]2[CH:5]=[C:4]3[C:9]([C:10]([N:12]4[CH2:17][CH2:16][O:15][CH2:14][CH2:13]4)=[N:11][C:2]([C:32]4[CH:33]=[CH:34][C:29]([NH2:28])=[N:30][CH:31]=4)=[N:3]3)=[CH:8][CH:7]=2)[CH:23]=[CH:22][CH:21]=1)(=[O:26])=[O:25]. The yield is 0.740.